This data is from Full USPTO retrosynthesis dataset with 1.9M reactions from patents (1976-2016). The task is: Predict the reactants needed to synthesize the given product. (1) Given the product [CH3:1][C:2]([CH3:15])([CH3:14])[CH2:3][N:4]1[C:9]2[S:10][CH:23]=[C:24]([C:25]([O:27][CH2:28][CH3:29])=[O:26])[C:8]=2[C:7](=[O:11])[N:6]([CH3:12])[C:5]1=[O:13], predict the reactants needed to synthesize it. The reactants are: [CH3:1][C:2]([CH3:15])([CH3:14])[CH2:3][N:4]1[C:9]([SH:10])=[CH:8][C:7](=[O:11])[N:6]([CH3:12])[C:5]1=[O:13].C(=O)([O-])[O-].[K+].[K+].Br[CH2:23][C:24](=O)[C:25]([O:27][CH2:28][CH3:29])=[O:26].Cl. (2) The reactants are: Cl[C:2]1[C:11]2[C:6](=[CH:7][CH:8]=[C:9]([CH3:12])[CH:10]=2)[N:5]=[CH:4][N:3]=1.[NH2:13][C:14]1[C:15]([CH3:42])=[C:16]([C:20]2[C:32]3[C:31]4[C:26](=[CH:27][C:28]([N:33]5[CH2:37][CH2:36][CH2:35][C:34]5=[O:38])=[CH:29][CH:30]=4)[NH:25][C:24]=3[C:23]([C:39]([NH2:41])=[O:40])=[CH:22][CH:21]=2)[CH:17]=[CH:18][CH:19]=1.Cl. Given the product [CH3:42][C:15]1[C:14]([NH:13][C:2]2[C:11]3[C:6](=[CH:7][CH:8]=[C:9]([CH3:12])[CH:10]=3)[N:5]=[CH:4][N:3]=2)=[CH:19][CH:18]=[CH:17][C:16]=1[C:20]1[C:32]2[C:31]3[C:26](=[CH:27][C:28]([N:33]4[CH2:37][CH2:36][CH2:35][C:34]4=[O:38])=[CH:29][CH:30]=3)[NH:25][C:24]=2[C:23]([C:39]([NH2:41])=[O:40])=[CH:22][CH:21]=1, predict the reactants needed to synthesize it. (3) The reactants are: [CH3:1][C@@:2]1([O:35]C(=O)C2C=CC=CC=2)[C@H:15]([O:16]C(=O)C2C=CC=CC=2)[C@@H:14]([CH2:25][O:26]C(=O)C2C=CC=CC=2)[O:13][C@H:3]1[O:4]C(=O)C1C=CC=CC=1.[C-]#N.[K+]. Given the product [CH3:1][C@@:2]1([OH:35])[C@H:15]([OH:16])[C@@H:14]([CH2:25][OH:26])[O:13][CH:3]1[OH:4], predict the reactants needed to synthesize it. (4) Given the product [CH3:3][C:4]1[S:5][C:6]2[CH:12]=[C:11]([CH2:13][CH2:14][CH2:15][NH:16][C:31]([C:25]3([CH2:24][CH2:23][C:22]([O:21][C:17]([CH3:20])([CH3:19])[CH3:18])=[O:35])[CH2:30][CH2:29][CH2:28][CH2:27][CH2:26]3)=[O:32])[CH:10]=[CH:9][C:7]=2[N:8]=1, predict the reactants needed to synthesize it. The reactants are: Cl.Cl.[CH3:3][C:4]1[S:5][C:6]2[CH:12]=[C:11]([CH2:13][CH2:14][CH2:15][NH2:16])[CH:10]=[CH:9][C:7]=2[N:8]=1.[C:17]([O:21][C:22](=[O:35])[C@H:23](C)[CH2:24][C:25]1([C:31](O)=[O:32])[CH2:30][CH2:29][CH2:28][CH2:27][CH2:26]1)([CH3:20])([CH3:19])[CH3:18]. (5) Given the product [F:26][C:27]1[C:28]([C:33]#[N:34])=[N:29][CH:30]=[C:31]([N+:8]([O-:11])=[O:9])[CH:32]=1, predict the reactants needed to synthesize it. The reactants are: C(O)(C(F)(F)F)=O.[N+:8]([O-:11])([O-])=[O:9].[K+].FC(F)(F)C(OC(=O)C(F)(F)F)=O.[F:26][C:27]1[C:28]([C:33]#[N:34])=[N:29][CH:30]=[CH:31][CH:32]=1.C([O-])(O)=O.[Na+].